From a dataset of Catalyst prediction with 721,799 reactions and 888 catalyst types from USPTO. Predict which catalyst facilitates the given reaction. (1) Reactant: Br[C:2]1[CH:7]=[CH:6][N:5]2[C:8]([C:11]([NH:13][C:14]3[CH:22]=[CH:21][CH:20]=[C:19]4[C:15]=3[C:16]([CH3:31])=[N:17][N:18]4[CH2:23][C:24]3[CH:29]=[CH:28][CH:27]=[C:26]([CH3:30])[N:25]=3)=[O:12])=[CH:9][N:10]=[C:4]2[CH:3]=1.CC1C(P(C2C(C)=CC=CC=2)C2C(C)=CC=CC=2)=CC=CC=1.C([Sn](CCCC)(CCCC)[C:59]([O:61][CH2:62][CH3:63])=[CH2:60])CCC.C(N(CC)CC)C. Product: [CH2:62]([O:61][C:59]([C:2]1[CH:7]=[CH:6][N:5]2[C:8]([C:11]([NH:13][C:14]3[CH:22]=[CH:21][CH:20]=[C:19]4[C:15]=3[C:16]([CH3:31])=[N:17][N:18]4[CH2:23][C:24]3[CH:29]=[CH:28][CH:27]=[C:26]([CH3:30])[N:25]=3)=[O:12])=[CH:9][N:10]=[C:4]2[CH:3]=1)=[CH2:60])[CH3:63]. The catalyst class is: 110. (2) Reactant: [NH2:1][C:2]1[S:6][N:5]=[CH:4][N:3]=1.[CH3:7][O:8][C:9]1[CH:16]=[C:15]([O:17][CH3:18])[CH:14]=[CH:13][C:10]=1[CH:11]=O.[BH4-].[Na+].Cl.[OH-].[Na+]. Product: [CH3:7][O:8][C:9]1[CH:16]=[C:15]([O:17][CH3:18])[CH:14]=[CH:13][C:10]=1[CH2:11][NH:1][C:2]1[S:6][N:5]=[CH:4][N:3]=1.[CH3:7][O:8][C:9]1[CH:16]=[C:15]([O:17][CH3:18])[CH:14]=[CH:13][C:10]=1[CH2:11][NH:1][C:2]1[S:6][N:5]=[CH:4][N:3]=1. The catalyst class is: 224. (3) Reactant: [H-].[Na+].[N:3]1[NH:4][N:5]=[N:6][C:7]=1[C:8]1[CH:13]=[CH:12][N:11]2[CH:14]=[CH:15][N:16]=[C:10]2[CH:9]=1.[F:17][C:18]([F:29])([F:28])[CH2:19]OS(C(F)(F)F)(=O)=O.C1OCCOCCOCCOCCOCCOC1. Product: [F:17][C:18]([F:29])([F:28])[CH2:19][N:5]1[N:4]=[N:3][C:7]([C:8]2[CH:13]=[CH:12][N:11]3[CH:14]=[CH:15][N:16]=[C:10]3[CH:9]=2)=[N:6]1. The catalyst class is: 3. (4) Reactant: [H-].[Al+3].[Li+].[H-].[H-].[H-].[Cl:7][C:8]1[CH:9]=[C:10]([CH:16]=[CH:17][CH:18]=1)[CH:11]=[CH:12][C:13](O)=[O:14]. Product: [Cl:7][C:8]1[CH:9]=[C:10]([CH2:11][CH2:12][CH2:13][OH:14])[CH:16]=[CH:17][CH:18]=1. The catalyst class is: 1. (5) Reactant: [NH2:1][CH:2]([C:6]1[CH:11]=[CH:10][C:9]([O:12][C:13]([F:16])([F:15])[F:14])=[C:8]([F:17])[CH:7]=1)[C:3]([OH:5])=[O:4].[C:18](O[C:18]([O:20][C:21]([CH3:24])([CH3:23])[CH3:22])=[O:19])([O:20][C:21]([CH3:24])([CH3:23])[CH3:22])=[O:19].[OH-].[Na+].O. Product: [C:21]([O:20][C:18]([NH:1][CH:2]([C:6]1[CH:11]=[CH:10][C:9]([O:12][C:13]([F:14])([F:15])[F:16])=[C:8]([F:17])[CH:7]=1)[C:3]([OH:5])=[O:4])=[O:19])([CH3:24])([CH3:23])[CH3:22]. The catalyst class is: 7.